From a dataset of Full USPTO retrosynthesis dataset with 1.9M reactions from patents (1976-2016). Predict the reactants needed to synthesize the given product. (1) Given the product [Cl:1][C:2]1[CH:10]=[C:9]2[C:5]([CH2:6][N:7]([C:12]3[CH:13]=[CH:14][C:15]([CH:18]([CH3:26])[C:19]([OH:21])=[O:20])=[CH:16][CH:17]=3)[C:8]2=[O:11])=[CH:4][CH:3]=1, predict the reactants needed to synthesize it. The reactants are: [Cl:1][C:2]1[CH:10]=[C:9]2[C:5]([CH2:6][N:7]([C:12]3[CH:17]=[CH:16][C:15]([CH:18]([CH3:26])[C:19]([O:21]C(C)(C)C)=[O:20])=[CH:14][CH:13]=3)[C:8]2=[O:11])=[CH:4][CH:3]=1. (2) The reactants are: O[C:2](=[C:21]1[C:29]2[C:24](=[CH:25][CH:26]=[C:27]([N+:30]([O-:32])=[O:31])[CH:28]=2)[N:23]([C:33](=[O:35])[CH3:34])[C:22]1=[O:36])[C:3]1[CH:8]=[CH:7][C:6]([CH2:9][N:10]2[C:14](=[O:15])[C:13]3=[CH:16][CH:17]=[CH:18][CH:19]=[C:12]3[C:11]2=[O:20])=[CH:5][CH:4]=1.P(Cl)(Cl)(Cl)(Cl)[Cl:38]. Given the product [Cl:38][C:2](=[C:21]1[C:29]2[C:24](=[CH:25][CH:26]=[C:27]([N+:30]([O-:32])=[O:31])[CH:28]=2)[N:23]([C:33](=[O:35])[CH3:34])[C:22]1=[O:36])[C:3]1[CH:8]=[CH:7][C:6]([CH2:9][N:10]2[C:14](=[O:15])[C:13]3=[CH:16][CH:17]=[CH:18][CH:19]=[C:12]3[C:11]2=[O:20])=[CH:5][CH:4]=1, predict the reactants needed to synthesize it. (3) Given the product [NH:51]1[C:52]2[C:48](=[C:47]([C:2]3[C:10]4[C:9]([NH:11][C@H:12]([C:14]5[N:19]([C:20]6[CH:25]=[CH:24][CH:23]=[CH:22][CH:21]=6)[C:18](=[O:26])[C:17]6=[C:27]([CH3:30])[CH:28]=[CH:29][N:16]6[N:15]=5)[CH3:13])=[N:8][CH:7]=[N:6][C:5]=4[N:4]([CH2:31][O:32][CH2:33][CH2:34][Si:35]([CH3:38])([CH3:37])[CH3:36])[CH:3]=3)[CH:55]=[CH:54][CH:53]=2)[CH:49]=[CH:50]1, predict the reactants needed to synthesize it. The reactants are: Br[C:2]1[C:10]2[C:9]([NH:11][C@H:12]([C:14]3[N:19]([C:20]4[CH:25]=[CH:24][CH:23]=[CH:22][CH:21]=4)[C:18](=[O:26])[C:17]4=[C:27]([CH3:30])[CH:28]=[CH:29][N:16]4[N:15]=3)[CH3:13])=[N:8][CH:7]=[N:6][C:5]=2[N:4]([CH2:31][O:32][CH2:33][CH2:34][Si:35]([CH3:38])([CH3:37])[CH3:36])[CH:3]=1.CC1(C)C(C)(C)OB([C:47]2[CH:55]=[CH:54][CH:53]=[C:52]3[C:48]=2[CH:49]=[CH:50][NH:51]3)O1.C(=O)([O-])[O-].[Na+].[Na+].